Predict the reactants needed to synthesize the given product. From a dataset of Full USPTO retrosynthesis dataset with 1.9M reactions from patents (1976-2016). (1) Given the product [CH2:1]([N:8]1[C:13](=[O:14])[C:12]([N+:15]([O-:17])=[O:16])=[C:11](/[CH:18]=[CH:1]/[N:8]([CH3:13])[CH3:9])[N:10]=[C:9]1/[N:19]=[CH:20]/[N:21]([CH3:22])[CH3:23])[C:2]1[CH:3]=[CH:4][CH:5]=[CH:6][CH:7]=1, predict the reactants needed to synthesize it. The reactants are: [CH2:1]([N:8]1[C:13](=[O:14])[C:12]([N+:15]([O-:17])=[O:16])=[C:11]([CH3:18])[N:10]=[C:9]1/[N:19]=[CH:20]/[N:21]([CH3:23])[CH3:22])[C:2]1[CH:7]=[CH:6][CH:5]=[CH:4][CH:3]=1. (2) Given the product [CH:24]1([NH:30][C:31]([NH:21][C:20]2[CH:22]=[CH:23][C:17]([C:5]3[C:6]([C:8]4[CH:13]=[CH:12][N:11]=[C:10]5[NH:14][CH:15]=[CH:16][C:9]=45)=[CH:7][N:3]([CH2:1][CH3:2])[N:4]=3)=[CH:18][CH:19]=2)=[O:32])[CH2:29][CH2:28][CH2:27][CH2:26][CH2:25]1, predict the reactants needed to synthesize it. The reactants are: [CH2:1]([N:3]1[CH:7]=[C:6]([C:8]2[CH:13]=[CH:12][N:11]=[C:10]3[NH:14][CH:15]=[CH:16][C:9]=23)[C:5]([C:17]2[CH:23]=[CH:22][C:20]([NH2:21])=[CH:19][CH:18]=2)=[N:4]1)[CH3:2].[CH:24]1([N:30]=[C:31]=[O:32])[CH2:29][CH2:28][CH2:27][CH2:26][CH2:25]1. (3) Given the product [CH2:29]([C@H:28]([C:27]([N:22]1[C@@H:21]([CH:18]([CH3:20])[CH3:19])[CH2:25][O:24][C:23]1=[O:26])=[O:36])[C@@H:66]([CH:56]1[CH2:55][C@@H:54]([O:53][CH2:46][C:47]2[CH:48]=[CH:49][CH:50]=[CH:51][CH:52]=2)[CH2:58][N:57]1[C:59]([O:61][C:62]([CH3:65])([CH3:64])[CH3:63])=[O:60])[OH:67])[C:30]1[CH:31]=[CH:32][CH:33]=[CH:34][CH:35]=1, predict the reactants needed to synthesize it. The reactants are: B(OS(C(F)(F)F)(=O)=O)(CCCC)CCCC.[CH:18]([C@H:21]1[CH2:25][O:24][C:23](=[O:26])[N:22]1[C:27](=[O:36])[CH2:28][CH2:29][C:30]1[CH:35]=[CH:34][CH:33]=[CH:32][CH:31]=1)([CH3:20])[CH3:19].CCN(C(C)C)C(C)C.[CH2:46]([O:53][C@H:54]1[CH2:58][N:57]([C:59]([O:61][C:62]([CH3:65])([CH3:64])[CH3:63])=[O:60])[C@H:56]([CH:66]=[O:67])[CH2:55]1)[C:47]1[CH:52]=[CH:51][CH:50]=[CH:49][CH:48]=1.P([O-])([O-])([O-])=O.OO.